From a dataset of Catalyst prediction with 721,799 reactions and 888 catalyst types from USPTO. Predict which catalyst facilitates the given reaction. The catalyst class is: 3. Reactant: [NH2:1][C:2]1[C:7]([C:8]([O:10][CH3:11])=[O:9])=[C:6]([OH:12])[C:5]([Br:13])=[CH:4][CH:3]=1.Br[CH2:15][C:16]([NH2:18])=[O:17].C(=O)([O-])[O-].[K+].[K+]. Product: [NH2:1][C:2]1[C:7]([C:8]([O:10][CH3:11])=[O:9])=[C:6]([O:12][CH2:15][C:16](=[O:17])[NH2:18])[C:5]([Br:13])=[CH:4][CH:3]=1.